Dataset: NCI-60 drug combinations with 297,098 pairs across 59 cell lines. Task: Regression. Given two drug SMILES strings and cell line genomic features, predict the synergy score measuring deviation from expected non-interaction effect. (1) Drug 1: COC1=C(C=C2C(=C1)N=CN=C2NC3=CC(=C(C=C3)F)Cl)OCCCN4CCOCC4. Drug 2: N.N.Cl[Pt+2]Cl. Cell line: BT-549. Synergy scores: CSS=26.0, Synergy_ZIP=-3.36, Synergy_Bliss=3.18, Synergy_Loewe=-2.22, Synergy_HSA=2.56. (2) Drug 1: C1=CC(=C2C(=C1NCCNCCO)C(=O)C3=C(C=CC(=C3C2=O)O)O)NCCNCCO. Drug 2: CC1C(C(CC(O1)OC2CC(CC3=C2C(=C4C(=C3O)C(=O)C5=C(C4=O)C(=CC=C5)OC)O)(C(=O)CO)O)N)O.Cl. Cell line: NCIH23. Synergy scores: CSS=51.7, Synergy_ZIP=-0.121, Synergy_Bliss=4.98, Synergy_Loewe=5.38, Synergy_HSA=7.41. (3) Drug 1: CC(C)(C#N)C1=CC(=CC(=C1)CN2C=NC=N2)C(C)(C)C#N. Drug 2: C1=NC2=C(N=C(N=C2N1C3C(C(C(O3)CO)O)F)Cl)N. Cell line: COLO 205. Synergy scores: CSS=6.95, Synergy_ZIP=-5.96, Synergy_Bliss=4.79, Synergy_Loewe=0.657, Synergy_HSA=1.05. (4) Drug 1: CCC1=C2CN3C(=CC4=C(C3=O)COC(=O)C4(CC)O)C2=NC5=C1C=C(C=C5)O. Drug 2: CCCCC(=O)OCC(=O)C1(CC(C2=C(C1)C(=C3C(=C2O)C(=O)C4=C(C3=O)C=CC=C4OC)O)OC5CC(C(C(O5)C)O)NC(=O)C(F)(F)F)O. Cell line: MDA-MB-435. Synergy scores: CSS=24.2, Synergy_ZIP=1.20, Synergy_Bliss=2.71, Synergy_Loewe=0.605, Synergy_HSA=0.563. (5) Cell line: HS 578T. Drug 1: COC1=NC(=NC2=C1N=CN2C3C(C(C(O3)CO)O)O)N. Drug 2: CCC1(C2=C(COC1=O)C(=O)N3CC4=CC5=C(C=CC(=C5CN(C)C)O)N=C4C3=C2)O.Cl. Synergy scores: CSS=9.02, Synergy_ZIP=-4.30, Synergy_Bliss=-3.85, Synergy_Loewe=-25.5, Synergy_HSA=-6.91. (6) Drug 1: C1=CC(=CC=C1C#N)C(C2=CC=C(C=C2)C#N)N3C=NC=N3. Drug 2: CC1=C(C(=CC=C1)Cl)NC(=O)C2=CN=C(S2)NC3=CC(=NC(=N3)C)N4CCN(CC4)CCO. Cell line: IGROV1. Synergy scores: CSS=7.99, Synergy_ZIP=-0.372, Synergy_Bliss=6.13, Synergy_Loewe=-27.8, Synergy_HSA=-7.10. (7) Drug 1: C1=CC=C(C=C1)NC(=O)CCCCCCC(=O)NO. Drug 2: B(C(CC(C)C)NC(=O)C(CC1=CC=CC=C1)NC(=O)C2=NC=CN=C2)(O)O. Cell line: OVCAR-8. Synergy scores: CSS=60.2, Synergy_ZIP=-1.50, Synergy_Bliss=1.06, Synergy_Loewe=-0.987, Synergy_HSA=1.04. (8) Drug 1: C1C(C(OC1N2C=NC3=C(N=C(N=C32)Cl)N)CO)O. Drug 2: CC1=C(C(CCC1)(C)C)C=CC(=CC=CC(=CC(=O)O)C)C. Cell line: SR. Synergy scores: CSS=40.3, Synergy_ZIP=-4.02, Synergy_Bliss=-6.84, Synergy_Loewe=-38.6, Synergy_HSA=-7.59. (9) Drug 2: CC=C1C(=O)NC(C(=O)OC2CC(=O)NC(C(=O)NC(CSSCCC=C2)C(=O)N1)C(C)C)C(C)C. Drug 1: CC1=C(C(CCC1)(C)C)C=CC(=CC=CC(=CC(=O)O)C)C. Cell line: SF-539. Synergy scores: CSS=22.5, Synergy_ZIP=0.162, Synergy_Bliss=3.56, Synergy_Loewe=-21.5, Synergy_HSA=2.58. (10) Drug 1: CC1OCC2C(O1)C(C(C(O2)OC3C4COC(=O)C4C(C5=CC6=C(C=C35)OCO6)C7=CC(=C(C(=C7)OC)O)OC)O)O. Drug 2: CC(C)(C1=NC(=CC=C1)N2C3=NC(=NC=C3C(=O)N2CC=C)NC4=CC=C(C=C4)N5CCN(CC5)C)O. Cell line: UACC62. Synergy scores: CSS=55.0, Synergy_ZIP=5.65, Synergy_Bliss=6.12, Synergy_Loewe=8.24, Synergy_HSA=11.2.